From a dataset of Forward reaction prediction with 1.9M reactions from USPTO patents (1976-2016). Predict the product of the given reaction. (1) The product is: [NH2:25][C:4]1[CH:5]=[C:6]2[C:11](=[C:2]([F:1])[CH:3]=1)[N:10]([CH2:12][CH2:13][N:14]([CH3:24])[C:15](=[O:23])[O:16][C:17]1[CH:22]=[CH:21][CH:20]=[CH:19][CH:18]=1)[CH2:9][CH2:8][CH2:7]2. Given the reactants [F:1][C:2]1[CH:3]=[C:4]([N+:25]([O-])=O)[CH:5]=[C:6]2[C:11]=1[N:10]([CH2:12][CH2:13][N:14]([CH3:24])[C:15](=[O:23])[O:16][C:17]1[CH:22]=[CH:21][CH:20]=[CH:19][CH:18]=1)[CH2:9][CH2:8][CH2:7]2.[H][H], predict the reaction product. (2) Given the reactants [NH2:1][C@@H:2]([CH2:22][C:23]1[CH:28]=[CH:27][C:26]([CH:29]2[S:33](=[O:35])(=[O:34])[NH:32][C:31](=[O:36])[CH2:30]2)=[C:25]([Br:37])[CH:24]=1)[C:3]([NH:5][CH2:6][CH2:7][CH2:8][CH2:9][O:10][C:11]1[CH:20]=[CH:19][CH:18]=[C:17]([OH:21])[C:12]=1[C:13]([O:15][CH3:16])=[O:14])=[O:4].C(N(CC)C(C)C)(C)C.[N:47]1([C:53](Cl)=[O:54])[CH2:52][CH2:51][O:50][CH2:49][CH2:48]1, predict the reaction product. The product is: [Br:37][C:25]1[CH:24]=[C:23]([CH2:22][C@H:2]([NH:1][C:53]([N:47]2[CH2:52][CH2:51][O:50][CH2:49][CH2:48]2)=[O:54])[C:3]([NH:5][CH2:6][CH2:7][CH2:8][CH2:9][O:10][C:11]2[CH:20]=[CH:19][CH:18]=[C:17]([OH:21])[C:12]=2[C:13]([O:15][CH3:16])=[O:14])=[O:4])[CH:28]=[CH:27][C:26]=1[CH:29]1[S:33](=[O:34])(=[O:35])[NH:32][C:31](=[O:36])[CH2:30]1.